From a dataset of Full USPTO retrosynthesis dataset with 1.9M reactions from patents (1976-2016). Predict the reactants needed to synthesize the given product. (1) Given the product [OH:16][C:5]1[C:6](=[O:14])[O:7][C:8]2[C:13]([CH:4]=1)=[CH:12][CH:11]=[CH:10][CH:9]=2, predict the reactants needed to synthesize it. The reactants are: NCC[C:4]1[C:13]2[C:8](=[CH:9][CH:10]=[CH:11][CH:12]=2)[O:7][C:6](=[O:14])[CH:5]=1.C1(C=CC=C(O)C=1)[OH:16]. (2) Given the product [C:1]([O:5][CH:6]([C:11]1[N:16]([CH3:17])[C:15](=[O:18])[C:14]2[N:19]([CH2:34][CH:35]3[CH2:40][CH2:39][O:38][CH2:37][CH2:36]3)[CH:20]=[CH:21][C:13]=2[C:12]=1[C:22]1[C:23]([CH3:32])=[C:24]2[C:29](=[CH:30][CH:31]=1)[O:28][CH2:27][CH2:26][CH2:25]2)[C:7]([OH:9])=[O:8])([CH3:4])([CH3:3])[CH3:2], predict the reactants needed to synthesize it. The reactants are: [C:1]([O:5][CH:6]([C:11]1[N:16]([CH3:17])[C:15](=[O:18])[C:14]2[NH:19][CH:20]=[CH:21][C:13]=2[C:12]=1[C:22]1[C:23]([CH3:32])=[C:24]2[C:29](=[CH:30][CH:31]=1)[O:28][CH2:27][CH2:26][CH2:25]2)[C:7]([O:9]C)=[O:8])([CH3:4])([CH3:3])[CH3:2].Br[CH2:34][CH:35]1[CH2:40][CH2:39][O:38][CH2:37][CH2:36]1. (3) Given the product [Cl:22][C:23]1[CH:28]=[CH:27][CH:26]=[CH:25][C:24]=1[CH:29]1[CH2:33][CH2:32][N:31]([C:13]([C:9]2[CH:10]=[N:11][O:12][C:8]=2[C:5]2[CH:4]=[CH:3][C:2]([CH3:1])=[CH:7][CH:6]=2)=[O:15])[CH2:30]1, predict the reactants needed to synthesize it. The reactants are: [CH3:1][C:2]1[CH:7]=[CH:6][C:5]([C:8]2[O:12][N:11]=[CH:10][C:9]=2[C:13]([OH:15])=O)=[CH:4][CH:3]=1.C(O)(=O)C(O)=O.[Cl:22][C:23]1[CH:28]=[CH:27][CH:26]=[CH:25][C:24]=1[CH:29]1[CH2:33][CH2:32][NH:31][CH2:30]1. (4) Given the product [C:1]([CH2:3][CH2:4][C:5]([NH:43][C@H:44]([NH:46][C:47](=[O:74])[C:48]1[CH:53]=[CH:52][C:51](/[CH:54]=[CH:55]/[CH:56]([C:61]2[CH:66]=[C:65]([Cl:67])[C:64]([Cl:68])=[C:63]([Cl:69])[CH:62]=2)[C:57]([F:60])([F:58])[F:59])=[CH:50][C:49]=1[C:70]([F:73])([F:72])[F:71])[CH3:45])=[O:7])#[N:2], predict the reactants needed to synthesize it. The reactants are: [C:1]([CH2:3][CH2:4][C:5]([OH:7])=O)#[N:2].F[P-](F)(F)(F)(F)F.C(C(=NO[C+](N(C)C)N1CCOCC1)C(OCC)=O)#N.CN1CCOCC1.Cl.[NH2:43][C@H:44]([NH:46][C:47](=[O:74])[C:48]1[CH:53]=[CH:52][C:51](/[CH:54]=[CH:55]/[CH:56]([C:61]2[CH:66]=[C:65]([Cl:67])[C:64]([Cl:68])=[C:63]([Cl:69])[CH:62]=2)[C:57]([F:60])([F:59])[F:58])=[CH:50][C:49]=1[C:70]([F:73])([F:72])[F:71])[CH3:45]. (5) Given the product [F:18][C:19]([F:27])([F:26])[C:20]([C:21]1[C:10]([C:12]2[CH:17]=[CH:16][CH:15]=[CH:14][CH:13]=2)=[C:3]2[C:4]3[CH2:9][CH2:8][CH2:7][C:5]=3[S:6][C:2]2=[N:1][C:22]=1[CH3:23])=[O:25], predict the reactants needed to synthesize it. The reactants are: [NH2:1][C:2]1[S:6][C:5]2[CH2:7][CH2:8][CH2:9][C:4]=2[C:3]=1[C:10]([C:12]1[CH:17]=[CH:16][CH:15]=[CH:14][CH:13]=1)=O.[F:18][C:19]([F:27])([F:26])[C:20](=[O:25])[CH2:21][C:22](=O)[CH3:23]. (6) The reactants are: I[C:2]1[CH:17]=[CH:16][C:5]([O:6][CH2:7][CH2:8][CH2:9][N:10]2[CH2:15][CH2:14][CH2:13][CH2:12][CH2:11]2)=[CH:4][CH:3]=1.[C:18]([O:22][C:23]([C:25]12[CH2:31][CH:28]([NH:29][CH2:30]1)[CH2:27][NH:26]2)=[O:24])([CH3:21])([CH3:20])[CH3:19]. Given the product [C:18]([O:22][C:23]([C:25]12[CH2:31][CH:28]([N:29]([C:2]3[CH:17]=[CH:16][C:5]([O:6][CH2:7][CH2:8][CH2:9][N:10]4[CH2:15][CH2:14][CH2:13][CH2:12][CH2:11]4)=[CH:4][CH:3]=3)[CH2:30]1)[CH2:27][NH:26]2)=[O:24])([CH3:21])([CH3:19])[CH3:20], predict the reactants needed to synthesize it. (7) The reactants are: [N:1]1([CH2:6][CH2:7][O:8][C:9]2[CH:14]=[CH:13][C:12]([NH2:15])=[CH:11][CH:10]=2)[CH2:5][CH2:4][CH2:3][CH2:2]1.[Cl:16][C:17]1[CH:22]=[CH:21][C:20]([C:23]2[CH:24]=[C:25]([C:28](O)=[O:29])[NH:26][CH:27]=2)=[CH:19][CH:18]=1. Given the product [Cl:16][C:17]1[CH:22]=[CH:21][C:20]([C:23]2[CH:24]=[C:25]([C:28]([NH:15][C:12]3[CH:11]=[CH:10][C:9]([O:8][CH2:7][CH2:6][N:1]4[CH2:5][CH2:4][CH2:3][CH2:2]4)=[CH:14][CH:13]=3)=[O:29])[NH:26][CH:27]=2)=[CH:19][CH:18]=1, predict the reactants needed to synthesize it.